This data is from Cav3 T-type calcium channel HTS with 100,875 compounds. The task is: Binary Classification. Given a drug SMILES string, predict its activity (active/inactive) in a high-throughput screening assay against a specified biological target. (1) The compound is Clc1c(c2oc(cc2)/C=N\NC(=S)NCC=C)cc(Cl)cc1. The result is 0 (inactive). (2) The compound is o1c2c(n(CCC(=O)Nc3nocc3)c1=O)cccc2. The result is 0 (inactive). (3) The compound is S(CC(=O)Nc1c(OC)cccc1)c1oc(nn1)c1ccccc1. The result is 0 (inactive).